Dataset: Forward reaction prediction with 1.9M reactions from USPTO patents (1976-2016). Task: Predict the product of the given reaction. (1) The product is: [Cl:27][C:23]1[CH:24]=[CH:25][C:26]2[N:21]([N:20]=[C:39]([C:33]3[CH:38]=[CH:37][CH:36]=[CH:35][CH:34]=3)[C:40]=2[C:41]([O:43][CH3:44])=[O:42])[CH:22]=1. Given the reactants C(=O)([O-])[O-].[K+].[K+].CC1C=C(C)C=C(C)C=1S([O-])(=O)=O.[NH2:20][N+:21]1[CH:26]=[CH:25][CH:24]=[C:23]([Cl:27])[CH:22]=1.CN(C)C=O.[C:33]1([C:39]#[C:40][C:41]([O:43][CH3:44])=[O:42])[CH:38]=[CH:37][CH:36]=[CH:35][CH:34]=1, predict the reaction product. (2) The product is: [C:1]([O:5][C:6](=[O:27])[NH:7][C@H:8]([C:12]1[CH:13]=[N:14][CH:15]=[C:16]([C:18]2[N:22]([CH:23]([F:25])[F:24])[N:21]=[CH:20][C:19]=2[NH:26][C:30](=[O:31])[C@H:29]([CH3:28])[CH:33]=[CH2:34])[CH:17]=1)[CH2:9][CH:10]=[CH2:11])([CH3:2])([CH3:3])[CH3:4]. Given the reactants [C:1]([O:5][C:6](=[O:27])[NH:7][C@H:8]([C:12]1[CH:13]=[N:14][CH:15]=[C:16]([C:18]2[N:22]([CH:23]([F:25])[F:24])[N:21]=[CH:20][C:19]=2[NH2:26])[CH:17]=1)[CH2:9][CH:10]=[CH2:11])([CH3:4])([CH3:3])[CH3:2].[CH3:28][C@H:29]([CH:33]=[CH2:34])[C:30](O)=[O:31].N1C=CC=CC=1.C(P1(=O)OP(CCC)(=O)OP(CCC)(=O)O1)CC, predict the reaction product. (3) Given the reactants C([N:8]1[CH2:13][CH2:12][C:11](=O)[CH:10]([C:15]2[CH:20]=[CH:19][C:18]([Cl:21])=[CH:17][CH:16]=2)[CH2:9]1)C1C=CC=CC=1.[NH:22]1[CH2:26][CH2:25][CH2:24][CH2:23]1.[F:27][C:28]([F:43])([F:42])[C:29]1[CH:30]=[C:31]([CH:35]=[C:36]([C:38]([F:41])([F:40])[F:39])[CH:37]=1)[C:32](Cl)=[O:33], predict the reaction product. The product is: [F:27][C:28]([F:43])([F:42])[C:29]1[CH:30]=[C:31]([C:32]([N:8]2[CH2:13][CH2:12][C@H:11]([N:22]3[CH2:26][CH2:25][CH2:24][CH2:23]3)[C@H:10]([C:15]3[CH:16]=[CH:17][C:18]([Cl:21])=[CH:19][CH:20]=3)[CH2:9]2)=[O:33])[CH:35]=[C:36]([C:38]([F:41])([F:40])[F:39])[CH:37]=1. (4) Given the reactants [CH2:1](C([Sn])=C(CCCC)CCCC)[CH2:2]CC.[CH3:16][C:17]([NH:28][C:29](=[O:38])[C:30]1[C:35]([F:36])=[CH:34][CH:33]=[CH:32][C:31]=1[F:37])([CH3:27])[C:18](=[O:26])[C:19]1[CH:24]=[CH:23][C:22](Br)=[CH:21][CH:20]=1, predict the reaction product. The product is: [CH3:16][C:17]([NH:28][C:29](=[O:38])[C:30]1[C:35]([F:36])=[CH:34][CH:33]=[CH:32][C:31]=1[F:37])([CH3:27])[C:18](=[O:26])[C:19]1[CH:24]=[CH:23][C:22]([CH:1]=[CH2:2])=[CH:21][CH:20]=1. (5) Given the reactants [CH3:1][NH:2][C:3]([C:5]1[CH:10]=[C:9]([O:11][C:12]2[CH:17]=[CH:16][C:15]([NH:18][C:19]([NH:21][C:22]3[CH:35]=[CH:34][C:25]4[O:26][C:27]([F:33])([F:32])[O:28][C:29]([F:31])([F:30])[C:24]=4[CH:23]=3)=[O:20])=[C:14](SC)[CH:13]=2)[CH:8]=[CH:7][N:6]=1)=[O:4].[CH:38]1C=C(Cl)C=C(C(OO)=O)C=1.[S:49]([O-:53])([O-])(=[O:51])=S.[Na+].[Na+], predict the reaction product. The product is: [CH3:1][NH:2][C:3]([C:5]1[CH:10]=[C:9]([O:11][C:12]2[CH:13]=[CH:14][C:15]([NH:18][C:19]([NH:21][C:22]3[CH:35]=[CH:34][C:25]4[O:26][C:27]([F:32])([F:33])[O:28][C:29]([F:30])([F:31])[C:24]=4[CH:23]=3)=[O:20])=[C:16]([S:49]([CH3:38])(=[O:53])=[O:51])[CH:17]=2)[CH:8]=[CH:7][N:6]=1)=[O:4]. (6) Given the reactants [CH2:1]1[CH2:5][O:4][CH2:3][CH2:2]1.[CH3:6][O:7][CH2:8][C:9]1C=[C:11]([CH:14]=[C:15]([CH2:17]OC)[CH:16]=1)C=O.CC(C)([O-])C.[K+], predict the reaction product. The product is: [CH3:6][O:7][CH2:8][C:9]1[CH:16]=[C:15]([CH:17]=[C:1]([CH2:5][O:4][CH3:3])[CH:2]=1)[CH:14]=[CH2:11]. (7) Given the reactants [CH:1]([C:4]1[C:8]([CH2:9][CH2:10][CH2:11][O:12][C:13]2[C:20]([O:21][CH3:22])=[CH:19][CH:18]=[CH:17][C:14]=2C=O)=[CH:7][N:6]([C:23]2[CH:28]=[CH:27][C:26]([C:29]([F:32])([F:31])[F:30])=[CH:25][N:24]=2)[N:5]=1)([CH3:3])[CH3:2].[O:33]1[CH2:37][CH2:36]CC1.CSCS(C)=[O:42].[OH-].[Na+], predict the reaction product. The product is: [CH:1]([C:4]1[C:8]([CH2:9][CH2:10][CH2:11][O:12][C:13]2[C:20]([O:21][CH3:22])=[CH:19][CH:18]=[CH:17][C:14]=2[CH2:36][C:37]([OH:33])=[O:42])=[CH:7][N:6]([C:23]2[CH:28]=[CH:27][C:26]([C:29]([F:30])([F:31])[F:32])=[CH:25][N:24]=2)[N:5]=1)([CH3:2])[CH3:3]. (8) Given the reactants [OH:1][N:2]=[C:3](Cl)[C:4]1[CH:5]=[N:6][CH:7]=[N:8][CH:9]=1.[C:11]([C:13]1[CH:18]=[CH:17][CH:16]=[CH:15][CH:14]=1)#[CH:12].N, predict the reaction product. The product is: [C:13]1([C:11]2[O:1][N:2]=[C:3]([C:4]3[CH:5]=[N:6][CH:7]=[N:8][CH:9]=3)[CH:12]=2)[CH:18]=[CH:17][CH:16]=[CH:15][CH:14]=1. (9) The product is: [C:20]([O:19][C:17](=[O:18])[NH:12][C:10]([CH3:13])([CH3:11])[CH2:9][C:8](=[O:14])[CH3:7])([CH3:23])([CH3:22])[CH3:21]. Given the reactants C(O)(=O)C(O)=O.[CH3:7][C:8](=[O:14])[CH2:9][C:10]([CH3:13])([NH2:12])[CH3:11].[OH-].[Na+].[C:17](O[C:17]([O:19][C:20]([CH3:23])([CH3:22])[CH3:21])=[O:18])([O:19][C:20]([CH3:23])([CH3:22])[CH3:21])=[O:18].O, predict the reaction product.